Dataset: Catalyst prediction with 721,799 reactions and 888 catalyst types from USPTO. Task: Predict which catalyst facilitates the given reaction. (1) Reactant: [Br:1][C:2]1[CH:3]=[C:4]([NH2:9])[C:5]([NH2:8])=[N:6][CH:7]=1.N1C=CC=CC=1.[CH2:16]([O:18][C:19](Cl)=[O:20])[CH3:17]. Product: [NH2:8][C:5]1[C:4]([NH:9][C:19](=[O:20])[O:18][CH2:16][CH3:17])=[CH:3][C:2]([Br:1])=[CH:7][N:6]=1. The catalyst class is: 1. (2) Reactant: C(OC(=O)[NH:7][C:8]([CH3:48])([CH3:47])[C:9]([N:11]1[CH2:16][CH2:15][CH:14]([C:17]2[CH:22]=[CH:21][C:20]([NH:23][C:24]([C:26]3[N:27](COCC[Si](C)(C)C)[CH:28]=[C:29]([C:31]#[N:32])[N:30]=3)=[O:25])=[C:19]([C:41]3[CH2:46][CH2:45][CH2:44][CH2:43][CH:42]=3)[CH:18]=2)[CH2:13][CH2:12]1)=[O:10])(C)(C)C.[C:50]([OH:56])([C:52]([F:55])([F:54])[F:53])=[O:51]. Product: [F:53][C:52]([F:55])([F:54])[C:50]([OH:56])=[O:51].[NH2:7][C:8]([CH3:48])([CH3:47])[C:9]([N:11]1[CH2:16][CH2:15][CH:14]([C:17]2[CH:22]=[CH:21][C:20]([NH:23][C:24]([C:26]3[NH:30][C:29]([C:31]#[N:32])=[CH:28][N:27]=3)=[O:25])=[C:19]([C:41]3[CH2:46][CH2:45][CH2:44][CH2:43][CH:42]=3)[CH:18]=2)[CH2:13][CH2:12]1)=[O:10]. The catalyst class is: 497. (3) Reactant: C([Li])CCC.[C:6]([O:10][C:11](=[O:32])[CH:12](P(OCC)(OCC)=O)[CH2:13][C:14]([O:16][CH2:17][C:18]1[CH:23]=[CH:22][CH:21]=[CH:20][CH:19]=1)=[O:15])([CH3:9])([CH3:8])[CH3:7].[C:33]([O:37][C:38](=[O:48])[NH:39][C@H:40]1[CH2:45][CH2:44][C@H:43]([CH:46]=O)[CH2:42][CH2:41]1)([CH3:36])([CH3:35])[CH3:34].O. Product: [C:6]([O:10][C:11](=[O:32])[C:12](=[CH:46][C@H:43]1[CH2:42][CH2:41][C@H:40]([NH:39][C:38]([O:37][C:33]([CH3:34])([CH3:36])[CH3:35])=[O:48])[CH2:45][CH2:44]1)[CH2:13][C:14]([O:16][CH2:17][C:18]1[CH:19]=[CH:20][CH:21]=[CH:22][CH:23]=1)=[O:15])([CH3:7])([CH3:8])[CH3:9]. The catalyst class is: 1. (4) Reactant: [CH3:1][C:2]([CH3:14])([CH2:12][CH3:13])[C:3](=[O:11])[CH2:4][C:5]1[CH:10]=[CH:9][CH:8]=[CH:7][CH:6]=1.N1CCCC[CH2:16]1.C=O. Product: [CH3:1][C:2]([CH3:14])([CH2:12][CH3:13])[C:3](=[O:11])[C:4]([C:5]1[CH:10]=[CH:9][CH:8]=[CH:7][CH:6]=1)=[CH2:16]. The catalyst class is: 15. (5) Reactant: [CH3:1][N:2]([CH3:17])[C:3]([C:5]1[CH:13]=[C:12]2[C:8]([CH2:9][NH:10][CH:11]2[C:14]([OH:16])=[O:15])=[CH:7][CH:6]=1)=[O:4].C(N(CC)CC)C.[CH3:25][C:26]([O:29][C:30](O[C:30]([O:29][C:26]([CH3:28])([CH3:27])[CH3:25])=[O:31])=[O:31])([CH3:28])[CH3:27]. Product: [C:26]([O:29][C:30]([N:10]1[CH2:9][C:8]2[C:12](=[CH:13][C:5]([C:3](=[O:4])[N:2]([CH3:17])[CH3:1])=[CH:6][CH:7]=2)[CH:11]1[C:14]([OH:16])=[O:15])=[O:31])([CH3:28])([CH3:27])[CH3:25]. The catalyst class is: 12. (6) Reactant: [F:1][C:2]1[CH:3]=[CH:4][CH:5]=[C:6]2[C:10]=1[N:9]([C:11]1[N:15]=[C:14]([CH:16]3[CH2:21][CH2:20][N:19]([CH2:22][CH:23]4[CH2:26][N:25](C(OC(C)(C)C)=O)[CH2:24]4)[CH2:18][CH2:17]3)[O:13][N:12]=1)[N:8]=[C:7]2[CH:34]([CH3:36])[CH3:35].[F:37][C:38]([F:43])([F:42])[C:39]([OH:41])=[O:40]. Product: [F:37][C:38]([F:43])([F:42])[C:39]([OH:41])=[O:40].[F:37][C:38]([F:43])([F:42])[C:39]([OH:41])=[O:40].[NH:25]1[CH2:24][CH:23]([CH2:22][N:19]2[CH2:18][CH2:17][CH:16]([C:14]3[O:13][N:12]=[C:11]([N:9]4[C:10]5[C:6](=[CH:5][CH:4]=[CH:3][C:2]=5[F:1])[C:7]([CH:34]([CH3:36])[CH3:35])=[N:8]4)[N:15]=3)[CH2:21][CH2:20]2)[CH2:26]1. The catalyst class is: 4. (7) Reactant: FC(F)(F)S(O[C:7]1[C:16]2[CH:17]=[CH:18][N:19]=[CH:20][C:15]=2[C:14]2[C:9](=[CH:10][CH:11]=[N:12][C:13]=2[O:21][CH2:22][CH2:23][CH2:24][CH3:25])[N:8]=1)(=O)=O.[CH2:28]([NH2:35])[C:29]1[CH:34]=[CH:33][CH:32]=[CH:31][CH:30]=1.C(=O)([O-])O.[Na+]. Product: [CH2:28]([NH:35][C:7]1[C:16]2[CH:17]=[CH:18][N:19]=[CH:20][C:15]=2[C:14]2[C:9](=[CH:10][CH:11]=[N:12][C:13]=2[O:21][CH2:22][CH2:23][CH2:24][CH3:25])[N:8]=1)[C:29]1[CH:34]=[CH:33][CH:32]=[CH:31][CH:30]=1. The catalyst class is: 56. (8) Reactant: [CH3:1][C:2]1[C:7]2[C:8]([O:10][C:11]3[C:12]([CH3:23])=[C:13]([O:21][CH3:22])[CH:14]=[C:15]([C:18]([OH:20])=[O:19])[C:16]=3[O:17][C:6]=2[C:5]([CH:24]=[O:25])=[C:4](O)[CH:3]=1)=[O:9].[C:27](O)(=[O:29])[CH3:28]. Product: [C:27]([C:4]1[CH:3]=[C:2]([CH3:1])[C:7]2[C:8](=[O:9])[O:10][C:11]3[C:12]([CH3:23])=[C:13]([O:21][CH3:22])[CH:14]=[C:15]([C:18]([OH:20])=[O:19])[C:16]=3[O:17][C:6]=2[C:5]=1[CH:24]=[O:25])(=[O:29])[CH3:28]. The catalyst class is: 17.